The task is: Predict the reaction yield, written as a fraction of the theoretical maximum amount of product (1.0 means a 100% yield; for example, 0.34 means a 34% yield).. This data is from Reaction yield outcomes from USPTO patents with 853,638 reactions. (1) No catalyst specified. The reactants are CO[C:3](=[O:28])[C:4]1[CH:9]=[CH:8][C:7]([O:10][CH2:11][C:12]2[C:13]([C:21]3[CH:26]=[CH:25][C:24]([F:27])=[CH:23][CH:22]=3)=[N:14][O:15][C:16]=2[C:17]([F:20])([F:19])[F:18])=[N:6][CH:5]=1.[NH2:29][CH:30]1[CH2:35][CH2:34][O:33][CH2:32][CH2:31]1. The yield is 0.800. The product is [F:27][C:24]1[CH:25]=[CH:26][C:21]([C:13]2[C:12]([CH2:11][O:10][C:7]3[CH:8]=[CH:9][C:4]([C:3]([NH:29][CH:30]4[CH2:35][CH2:34][O:33][CH2:32][CH2:31]4)=[O:28])=[CH:5][N:6]=3)=[C:16]([C:17]([F:19])([F:20])[F:18])[O:15][N:14]=2)=[CH:22][CH:23]=1. (2) The reactants are Br[C:2]1[CH:14]=[C:13]2[C:5]([C:6]3[CH:7]=[C:8]([C:15]([O:17][CH2:18][CH3:19])=[O:16])[CH:9]=[CH:10][C:11]=3[NH:12]2)=[C:4]([C:20](=[O:23])[NH:21][CH3:22])[CH:3]=1.[CH3:24][C:25]1[C:29](B2OC(C)(C)C(C)(C)O2)=[C:28]([CH3:39])[O:27][N:26]=1.P(=O)(O)(O)O.[K]. The catalyst is C1C=CC(P(C2C=CC=CC=2)[C-]2C=CC=C2)=CC=1.C1C=CC(P(C2C=CC=CC=2)[C-]2C=CC=C2)=CC=1.Cl[Pd]Cl.[Fe+2].C(Cl)Cl.CN(C=O)C. The product is [CH3:24][C:25]1[C:29]([C:2]2[CH:14]=[C:13]3[C:5]([C:6]4[CH:7]=[C:8]([C:15]([O:17][CH2:18][CH3:19])=[O:16])[CH:9]=[CH:10][C:11]=4[NH:12]3)=[C:4]([C:20](=[O:23])[NH:21][CH3:22])[CH:3]=2)=[C:28]([CH3:39])[O:27][N:26]=1. The yield is 0.990. (3) The reactants are [F:1][C:2]([F:23])([F:22])[C:3]([N:5]([CH2:16][CH2:17][S:18]([CH3:21])(=[O:20])=[O:19])[CH2:6][C:7]1[CH:12]=[CH:11][CH:10]=[C:9]([N+:13]([O-])=O)[CH:8]=1)=[O:4].[H][H]. The catalyst is CC(O)C.[Pd]. The product is [NH2:13][C:9]1[CH:8]=[C:7]([CH2:6][N:5]([CH2:16][CH2:17][S:18]([CH3:21])(=[O:20])=[O:19])[C:3](=[O:4])[C:2]([F:23])([F:1])[F:22])[CH:12]=[CH:11][CH:10]=1. The yield is 0.930. (4) The reactants are [C:1]([C:5]1[CH:6]=[C:7]([C:15]2[CH:20]=[CH:19][C:18](/[C:21](/[CH3:41])=[CH:22]/[CH2:23][O:24][C:25]3[CH:30]=[CH:29][C:28]([CH2:31][C@H:32]([O:38][CH2:39][CH3:40])[C:33]([O:35]CC)=[O:34])=[CH:27][CH:26]=3)=[CH:17][CH:16]=2)[CH:8]=[C:9]([C:11]([CH3:14])([CH3:13])[CH3:12])[CH:10]=1)([CH3:4])([CH3:3])[CH3:2].[OH-].[Na+]. No catalyst specified. The product is [C:1]([C:5]1[CH:6]=[C:7]([C:15]2[CH:20]=[CH:19][C:18](/[C:21](/[CH3:41])=[CH:22]/[CH2:23][O:24][C:25]3[CH:26]=[CH:27][C:28]([CH2:31][C@H:32]([O:38][CH2:39][CH3:40])[C:33]([OH:35])=[O:34])=[CH:29][CH:30]=3)=[CH:17][CH:16]=2)[CH:8]=[C:9]([C:11]([CH3:13])([CH3:14])[CH3:12])[CH:10]=1)([CH3:2])([CH3:3])[CH3:4]. The yield is 0.830. (5) The reactants are [CH:1]1[C:13]2[CH:12]([CH2:14][O:15][C:16]([NH:18][C:19]3[CH:24]=[CH:23][C:22]([S:25][C:26]4[S:30][C:29]([C:31]([O:33][CH2:34][CH3:35])=[O:32])=[CH:28][C:27]=4[N+:36]([O-])=O)=[CH:21][CH:20]=3)=[O:17])[C:11]3[C:6](=[CH:7][CH:8]=[CH:9][CH:10]=3)[C:5]=2[CH:4]=[CH:3][CH:2]=1.[Cl-].[NH4+]. The catalyst is C(O)C.O1CCCC1.O.C(OCC)(=O)C.[Fe]. The product is [CH:1]1[C:13]2[CH:12]([CH2:14][O:15][C:16]([NH:18][C:19]3[CH:24]=[CH:23][C:22]([S:25][C:26]4[S:30][C:29]([C:31]([O:33][CH2:34][CH3:35])=[O:32])=[CH:28][C:27]=4[NH2:36])=[CH:21][CH:20]=3)=[O:17])[C:11]3[C:6](=[CH:7][CH:8]=[CH:9][CH:10]=3)[C:5]=2[CH:4]=[CH:3][CH:2]=1. The yield is 0.800. (6) The reactants are [CH2:1]([N:3]1[C:11]([OH:12])=[CH:10][CH:9]=[C:5]([C:6]([OH:8])=O)[CH2:4]1)[CH3:2].S(Cl)(Cl)=O.C(N(CC)CC)C.[F:24][C:25]1[CH:30]=[CH:29][C:28]([CH:31]([C:35]2[CH:40]=[CH:39][C:38]([S:41]([CH3:44])(=[O:43])=[O:42])=[CH:37][CH:36]=2)[CH2:32][CH2:33][NH2:34])=[CH:27][CH:26]=1. The catalyst is ClCCl.O. The product is [F:24][C:25]1[CH:30]=[CH:29][C:28]([CH:31]([C:35]2[CH:40]=[CH:39][C:38]([S:41]([CH3:44])(=[O:43])=[O:42])=[CH:37][CH:36]=2)[CH2:32][CH2:33][NH:34][C:6]([C:5]2[CH:9]=[CH:10][C:11](=[O:12])[N:3]([CH2:1][CH3:2])[CH:4]=2)=[O:8])=[CH:27][CH:26]=1. The yield is 0.391. (7) The reactants are Cl[C:2]1[N:6]([CH2:7][C:8]([O:10][CH:11]([CH3:13])[CH3:12])=[O:9])[C:5]2[C:14]([CH:19]([CH2:22][CH3:23])[CH2:20][CH3:21])=[CH:15][CH:16]=[C:17]([Cl:18])[C:4]=2[N:3]=1.[Cl:24][C:25]1[CH:31]=[C:30]([Cl:32])[CH:29]=[CH:28][C:26]=1[NH2:27].C(=O)([O-])O.[Na+]. The catalyst is CN1CCCC1=O. The product is [Cl:18][C:17]1[C:4]2[N:3]=[C:2]([NH:27][C:26]3[CH:28]=[CH:29][C:30]([Cl:32])=[CH:31][C:25]=3[Cl:24])[N:6]([CH2:7][C:8]([O:10][CH:11]([CH3:13])[CH3:12])=[O:9])[C:5]=2[C:14]([CH:19]([CH2:22][CH3:23])[CH2:20][CH3:21])=[CH:15][CH:16]=1. The yield is 0.210. (8) The reactants are [C:1]1([CH2:7][CH:8]=[O:9])[CH:6]=[CH:5][CH:4]=[CH:3][CH:2]=1.[Br:10]Br.C([O-])(O)=O.[Na+]. The catalyst is C(Cl)Cl. The product is [Br:10][CH:7]([C:1]1[CH:6]=[CH:5][CH:4]=[CH:3][CH:2]=1)[CH:8]=[O:9]. The yield is 0.610. (9) The reactants are [CH3:1][O:2][C:3](=[O:26])[C@H:4]([CH2:19][C:20]1[CH:25]=[CH:24][CH:23]=[CH:22][CH:21]=1)[NH:5][C:6]([C:8]1[CH:17]=[CH:16][C:15]2[C:10](=[CH:11][CH:12]=[C:13]([OH:18])[CH:14]=2)[CH:9]=1)=[O:7].[CH2:27](Cl)[C:28]1[CH:33]=[CH:32][CH:31]=[CH:30][CH:29]=1.C(=O)([O-])[O-].[K+].[K+]. The catalyst is CN(C=O)C. The product is [CH3:1][O:2][C:3](=[O:26])[C@H:4]([CH2:19][C:20]1[CH:21]=[CH:22][CH:23]=[CH:24][CH:25]=1)[NH:5][C:6]([C:8]1[CH:17]=[CH:16][C:15]2[C:10](=[CH:11][CH:12]=[C:13]([O:18][CH2:27][C:28]3[CH:33]=[CH:32][CH:31]=[CH:30][CH:29]=3)[CH:14]=2)[CH:9]=1)=[O:7]. The yield is 0.760.